Task: Predict the reactants needed to synthesize the given product.. Dataset: Full USPTO retrosynthesis dataset with 1.9M reactions from patents (1976-2016) (1) Given the product [Cl:37][C:27]1[CH:28]=[C:29]([CH2:32][C:33]([O:35][CH3:36])=[O:34])[CH:30]=[CH:31][C:26]=1[NH:25][C:11]([C:4]1[C:5]2[C:10](=[CH:9][CH:8]=[CH:7][CH:6]=2)[N:2]([CH3:1])[N:3]=1)=[O:13], predict the reactants needed to synthesize it. The reactants are: [CH3:1][N:2]1[C:10]2[C:5](=[CH:6][CH:7]=[CH:8][CH:9]=2)[C:4]([C:11]([OH:13])=O)=[N:3]1.CN(C=O)C.C(Cl)(=O)C(Cl)=O.[NH2:25][C:26]1[CH:31]=[CH:30][C:29]([CH2:32][C:33]([O:35][CH3:36])=[O:34])=[CH:28][C:27]=1[Cl:37].C(N(CC)CC)C. (2) Given the product [CH3:1][O:2][C:3](=[O:37])[C@@H:4]([NH:14][C:15]([C:17]1[C:22]([CH3:23])=[N:21][C:20]([NH:24][CH2:25][CH2:26][CH2:27][C:28]2[CH:33]=[CH:32][CH:31]=[C:30]([OH:34])[C:29]=2[F:35])=[N:19][C:18]=1[CH3:36])=[O:16])[CH2:5][NH:6][C:7]([C:56]1[S:55][CH:59]=[CH:38][CH:40]=1)=[O:8], predict the reactants needed to synthesize it. The reactants are: [CH3:1][O:2][C:3](=[O:37])[C@@H:4]([NH:14][C:15]([C:17]1[C:18]([CH3:36])=[N:19][C:20]([NH:24][CH2:25][CH2:26][CH2:27][C:28]2[CH:33]=[CH:32][CH:31]=[C:30]([OH:34])[C:29]=2[F:35])=[N:21][C:22]=1[CH3:23])=[O:16])[CH2:5][NH:6][C:7](OC(C)(C)C)=[O:8].[C:38](O)([C:40](F)(F)F)=O.C(Cl)Cl.C(N(CC)CC)C.[S:55]1[CH:59]=CC=[C:56]1C(O)=O.CN(C(ON1N=NC2C=CC=CC1=2)=[N+](C)C)C.F[P-](F)(F)(F)(F)F.C1C=CC2N(O)N=NC=2C=1. (3) Given the product [CH3:1][O:2][C:3]1[CH:11]=[C:10]2[C:6]([CH2:7][N:8]([CH:13]([CH:19]([CH3:21])[CH3:20])[C:14]([OH:16])=[O:15])[C:9]2=[O:12])=[CH:5][CH:4]=1, predict the reactants needed to synthesize it. The reactants are: [CH3:1][O:2][C:3]1[CH:11]=[C:10]2[C:6]([CH2:7][N:8]([CH:13]([CH:19]([CH3:21])[CH3:20])[C:14]([O:16]CC)=[O:15])[C:9]2=[O:12])=[CH:5][CH:4]=1.[OH-].[Na+]. (4) Given the product [CH:15]1[CH:14]=[C:13]2[C:41]([C:39]([OH:45])([OH:40])[C:19](=[O:96])[C:18]2=[CH:17][CH:16]=1)=[O:56], predict the reactants needed to synthesize it. The reactants are: CC(OC(C)(C)C)C(NC(OCC1C2[C:19](=CC=CC=2)[C:18]2[C:13]1=[CH:14][CH:15]=[CH:16][CH:17]=2)=O)C(O)=O.CC(C)N=C=NC(C)C.[C:39]([OH:45])([C:41](F)(F)F)=[O:40].C([SiH](C(C)C)C(C)C)(C)C.[OH2:56].C(OC(=O)C)(=O)C.C(NCC(O)=O)(OCC1C2C(=CC=CC=2)C2C1=CC=CC=2)=O.C1C=C2N=NN(O)C2=CC=1.[OH2:96].